This data is from Merck oncology drug combination screen with 23,052 pairs across 39 cell lines. The task is: Regression. Given two drug SMILES strings and cell line genomic features, predict the synergy score measuring deviation from expected non-interaction effect. (1) Drug 1: O=C(NOCC(O)CO)c1ccc(F)c(F)c1Nc1ccc(I)cc1F. Drug 2: COC1=C2CC(C)CC(OC)C(O)C(C)C=C(C)C(OC(N)=O)C(OC)C=CC=C(C)C(=O)NC(=CC1=O)C2=O. Cell line: HCT116. Synergy scores: synergy=19.8. (2) Drug 1: CC1CC2C3CCC4=CC(=O)C=CC4(C)C3(F)C(O)CC2(C)C1(O)C(=O)CO. Drug 2: NC(=O)c1cccc2cn(-c3ccc(C4CCCNC4)cc3)nc12. Cell line: T47D. Synergy scores: synergy=-42.4. (3) Drug 1: COC1=C2CC(C)CC(OC)C(O)C(C)C=C(C)C(OC(N)=O)C(OC)C=CC=C(C)C(=O)NC(=CC1=O)C2=O. Drug 2: CNC(=O)c1cc(Oc2ccc(NC(=O)Nc3ccc(Cl)c(C(F)(F)F)c3)cc2)ccn1. Cell line: RKO. Synergy scores: synergy=-4.61. (4) Drug 1: O=C(NOCC(O)CO)c1ccc(F)c(F)c1Nc1ccc(I)cc1F. Drug 2: COC1=C2CC(C)CC(OC)C(O)C(C)C=C(C)C(OC(N)=O)C(OC)C=CC=C(C)C(=O)NC(=CC1=O)C2=O. Cell line: HT29. Synergy scores: synergy=6.90. (5) Drug 1: CC1CC2C3CCC4=CC(=O)C=CC4(C)C3(F)C(O)CC2(C)C1(O)C(=O)CO. Drug 2: Cc1nc(Nc2ncc(C(=O)Nc3c(C)cccc3Cl)s2)cc(N2CCN(CCO)CC2)n1. Cell line: UWB1289. Synergy scores: synergy=0.206.